Dataset: NCI-60 drug combinations with 297,098 pairs across 59 cell lines. Task: Regression. Given two drug SMILES strings and cell line genomic features, predict the synergy score measuring deviation from expected non-interaction effect. Drug 1: CC1C(C(CC(O1)OC2CC(CC3=C2C(=C4C(=C3O)C(=O)C5=C(C4=O)C(=CC=C5)OC)O)(C(=O)C)O)N)O.Cl. Drug 2: B(C(CC(C)C)NC(=O)C(CC1=CC=CC=C1)NC(=O)C2=NC=CN=C2)(O)O. Cell line: OVCAR-4. Synergy scores: CSS=4.52, Synergy_ZIP=-1.51, Synergy_Bliss=0.118, Synergy_Loewe=0.674, Synergy_HSA=0.110.